This data is from Forward reaction prediction with 1.9M reactions from USPTO patents (1976-2016). The task is: Predict the product of the given reaction. (1) Given the reactants C([O:5][C:6](=[O:13])[C:7]([C:11]#[N:12])([CH3:10])[CH:8]=[CH2:9])(C)(C)C, predict the reaction product. The product is: [C:11]([C:7]([CH3:10])([CH:8]=[CH2:9])[C:6]([OH:13])=[O:5])#[N:12]. (2) Given the reactants [O:1]=[C:2]1[C:11]2[C:6](=[CH:7][CH:8]=[C:9]([C:12]([O:14][CH3:15])=[O:13])[CH:10]=2)[N:5]=[CH:4][NH:3]1.C(=O)([O-])[O-].[K+].[K+].[F:22][C:23]([F:33])([F:32])[C:24]1[CH:25]=[C:26]([CH:29]=[CH:30][CH:31]=1)[CH2:27]Br, predict the reaction product. The product is: [O:1]=[C:2]1[C:11]2[C:6](=[CH:7][CH:8]=[C:9]([C:12]([O:14][CH3:15])=[O:13])[CH:10]=2)[N:5]=[CH:4][N:3]1[CH2:27][C:26]1[CH:29]=[CH:30][CH:31]=[C:24]([C:23]([F:22])([F:32])[F:33])[CH:25]=1. (3) Given the reactants [CH2:1]([O:6][C:7]1[CH:19]=[CH:18][C:10]([C:11]([NH:13][NH:14][C:15]([NH2:17])=[S:16])=O)=[CH:9][CH:8]=1)[CH2:2][CH2:3][CH2:4][CH3:5].CS(O)(=O)=O, predict the reaction product. The product is: [NH2:17][C:15]1[S:16][C:11]([C:10]2[CH:18]=[CH:19][C:7]([O:6][CH2:1][CH2:2][CH2:3][CH2:4][CH3:5])=[CH:8][CH:9]=2)=[N:13][N:14]=1. (4) Given the reactants [CH3:1][O:2][C:3]1[C:21]([O:22][CH3:23])=[C:20]([O:24][CH3:25])[CH:19]=[CH:18][C:4]=1[C:5]([NH:7][CH2:8][CH2:9][N:10]1[CH:14]=[C:13]([C:15]([OH:17])=O)[N:12]=[N:11]1)=[O:6].C(N(C(C)C)C(C)C)C.CN(C(ON1N=NC2C=CC=NC1=2)=[N+](C)C)C.F[P-](F)(F)(F)(F)F.[NH2:59][CH:60]([C:63]1[CH:68]=[CH:67][C:66]([CH2:69][CH3:70])=[CH:65][CH:64]=1)[C:61]#[N:62], predict the reaction product. The product is: [C:61]([CH:60]([NH:59][C:15]([C:13]1[N:12]=[N:11][N:10]([CH2:9][CH2:8][NH:7][C:5](=[O:6])[C:4]2[CH:18]=[CH:19][C:20]([O:24][CH3:25])=[C:21]([O:22][CH3:23])[C:3]=2[O:2][CH3:1])[CH:14]=1)=[O:17])[C:63]1[CH:68]=[CH:67][C:66]([CH2:69][CH3:70])=[CH:65][CH:64]=1)#[N:62]. (5) Given the reactants C1C(=NC2C=[C:13](Cl)[C:12]([OH:16])=[C:11]([Cl:17])C=2)C=CC(=O)C=1, predict the reaction product. The product is: [CH3:13][CH:12]([O:16][CH:12]([CH2:11][Cl:17])[CH3:13])[CH2:11][Cl:17]. (6) Given the reactants [NH2:1][CH:2]1[CH2:7][CH2:6][N:5]([CH2:8][CH:9]2[C:13]3=[C:14]([Cl:22])[CH:15]=[N:16][C:17]4[CH:18]=[CH:19][C:20](=[O:21])[N:11]([C:12]=43)[CH2:10]2)[CH2:4][CH2:3]1.[F:23][C:24]1[C:29]2[O:30][CH2:31][CH2:32][O:33][C:28]=2[CH:27]=[C:26]([CH:34]=O)[CH:25]=1, predict the reaction product. The product is: [ClH:22].[Cl:22][C:14]1[CH:15]=[N:16][C:17]2[CH:18]=[CH:19][C:20](=[O:21])[N:11]3[CH2:10][CH:9]([CH2:8][N:5]4[CH2:6][CH2:7][CH:2]([NH:1][CH2:34][C:26]5[CH:25]=[C:24]([F:23])[C:29]6[O:30][CH2:31][CH2:32][O:33][C:28]=6[CH:27]=5)[CH2:3][CH2:4]4)[C:13]=1[C:12]=23. (7) Given the reactants C(=O)([O-])[O-].[Cs+].[Cs+].Cl[C:8]1[N:13]=[C:12]([CH3:14])[CH:11]=[C:10]([N:15]2[CH2:19][CH2:18][CH2:17][CH2:16]2)[N:9]=1.[CH:20]([C:22]1[CH:31]=[CH:30][C:29]2[C:24](=[CH:25][CH:26]=[CH:27][CH:28]=2)[N:23]=1)=[CH2:21].C(P(C(C)(C)C)C(C)(C)C)(C)(C)C, predict the reaction product. The product is: [CH3:14][C:12]1[CH:11]=[C:10]([N:15]2[CH2:19][CH2:18][CH2:17][CH2:16]2)[N:9]=[C:8]([CH:21]=[CH:20][C:22]2[CH:31]=[CH:30][C:29]3[C:24](=[CH:25][CH:26]=[CH:27][CH:28]=3)[N:23]=2)[N:13]=1.